This data is from Catalyst prediction with 721,799 reactions and 888 catalyst types from USPTO. The task is: Predict which catalyst facilitates the given reaction. (1) Reactant: [F:1][C:2]1[C:30]([F:31])=[CH:29][CH:28]=[CH:27][C:3]=1[CH2:4][N:5]1[C:10](=[O:11])[CH:9]=[CH:8][C:7]([C:12]2[C:20]3[C:15](=[CH:16][CH:17]=[C:18]([F:21])[CH:19]=3)[N:14]([CH2:22][C:23](O)=[O:24])[C:13]=2[CH3:26])=[CH:6]1. Product: [F:1][C:2]1[C:30]([F:31])=[CH:29][CH:28]=[CH:27][C:3]=1[CH2:4][N:5]1[CH:6]=[C:7]([C:12]2[C:20]3[C:15](=[CH:16][CH:17]=[C:18]([F:21])[CH:19]=3)[N:14]([CH2:22][CH2:23][OH:24])[C:13]=2[CH3:26])[CH:8]=[CH:9][C:10]1=[O:11]. The catalyst class is: 1. (2) Reactant: [C:9](O[C:9]([O:11][C:12]([CH3:15])([CH3:14])[CH3:13])=[O:10])([O:11][C:12]([CH3:15])([CH3:14])[CH3:13])=[O:10].[NH2:16][C@:17]12[CH2:25][N:24]([C@@H:26]([C:28]3[CH:33]=[CH:32][CH:31]=[CH:30][CH:29]=3)[CH3:27])[CH2:23][C@@H:22]1[CH2:21][CH:20]=[CH:19][CH2:18]2. Product: [C:12]([O:11][C:9]([NH:16][C@:17]12[CH2:25][N:24]([C@@H:26]([C:28]3[CH:29]=[CH:30][CH:31]=[CH:32][CH:33]=3)[CH3:27])[CH2:23][C@@H:22]1[CH2:21][CH:20]=[CH:19][CH2:18]2)=[O:10])([CH3:13])([CH3:14])[CH3:15]. The catalyst class is: 4. (3) Reactant: C(Cl)(=O)C(Cl)=O.CS(C)=O.[F:11][C:12]([F:30])([F:29])[CH:13]([OH:28])[CH2:14][C:15]1([CH3:27])[C:24]2[C:19](=[CH:20][CH:21]=[C:22]([S:25][CH3:26])[CH:23]=2)[O:18][CH2:17][CH2:16]1.C(N(CC)CC)C. Product: [F:30][C:12]([F:11])([F:29])[C:13](=[O:28])[CH2:14][C:15]1([CH3:27])[C:24]2[C:19](=[CH:20][CH:21]=[C:22]([S:25][CH3:26])[CH:23]=2)[O:18][CH2:17][CH2:16]1. The catalyst class is: 2. (4) Reactant: [C:1]([CH:3]1[CH2:8][CH2:7][N:6]([C:9]([O:11][C:12]([CH3:15])([CH3:14])[CH3:13])=[O:10])[CH2:5][CH2:4]1)#[N:2].C[Si]([N-][Si](C)(C)C)(C)C.[K+].Br[CH2:27][CH:28]1[CH2:30][CH2:29]1.[NH4+].[Cl-]. Product: [C:1]([C:3]1([CH2:27][CH:28]2[CH2:30][CH2:29]2)[CH2:8][CH2:7][N:6]([C:9]([O:11][C:12]([CH3:15])([CH3:14])[CH3:13])=[O:10])[CH2:5][CH2:4]1)#[N:2]. The catalyst class is: 1.